Dataset: Retrosynthesis with 50K atom-mapped reactions and 10 reaction types from USPTO. Task: Predict the reactants needed to synthesize the given product. (1) Given the product FC(F)c1nnc2ccc(N3CCN(Cc4n[nH]c5ccccc45)CC3)nn12, predict the reactants needed to synthesize it. The reactants are: FC(F)c1nnc2ccc(N3CCNCC3)nn12.O=Cc1n[nH]c2ccccc12. (2) The reactants are: CC(C)C[C@H](N)c1ccccc1N1CCCCC1.CCOC(=O)c1ccc(CC(=O)O)cc1OCC. Given the product CCOC(=O)c1ccc(CC(=O)N[C@@H](CC(C)C)c2ccccc2N2CCCCC2)cc1OCC, predict the reactants needed to synthesize it. (3) Given the product CC(=O)NCc1cnc(N)cc1C, predict the reactants needed to synthesize it. The reactants are: CC(=O)OC(C)=O.Cc1cc(N)ncc1CN. (4) Given the product CON(C)C(=O)c1nc2cccc(C)n2c1-c1cc(F)cc(F)c1, predict the reactants needed to synthesize it. The reactants are: CON(C)C(=O)c1nc2cccc(C)n2c1Br.OB(O)c1cc(F)cc(F)c1. (5) Given the product CNS(=O)(=O)c1cccc2cnccc12, predict the reactants needed to synthesize it. The reactants are: CN.O=S(=O)(Cl)c1cccc2cnccc12. (6) Given the product Cc1cc(C)cc(CC(=O)N2CCC2(C)C(=O)O)c1, predict the reactants needed to synthesize it. The reactants are: CCOC(=O)C1(C)CCN1C(=O)Cc1cc(C)cc(C)c1. (7) Given the product Cc1nc(N(C)C(=O)Cc2ccc(-c3ccccn3)cc2)sc1S(N)(=O)=O, predict the reactants needed to synthesize it. The reactants are: CNc1nc(C)c(S(N)(=O)=O)s1.O=C(O)Cc1ccc(-c2ccccn2)cc1.